This data is from Forward reaction prediction with 1.9M reactions from USPTO patents (1976-2016). The task is: Predict the product of the given reaction. (1) Given the reactants [NH:1]1[C:5]2[CH:6]=[CH:7][C:8]([NH2:10])=[CH:9][C:4]=2[N:3]=[CH:2]1.[N:11]1[O:15][N:14]=[C:13]2[CH:16]=[C:17]([CH:20]=O)[CH:18]=[CH:19][C:12]=12.C([O:24][C:25](=O)[C:26](=[O:33])[CH2:27][C:28](=[O:32])[CH2:29][CH2:30][CH3:31])C, predict the reaction product. The product is: [NH:1]1[C:5]2[CH:6]=[CH:7][C:8]([N:10]3[CH:20]([C:17]4[CH:18]=[CH:19][C:12]5=[N:11][O:15][N:14]=[C:13]5[CH:16]=4)[C:27]([C:28](=[O:32])[CH2:29][CH2:30][CH3:31])=[C:26]([OH:33])[C:25]3=[O:24])=[CH:9][C:4]=2[N:3]=[CH:2]1. (2) Given the reactants [CH2:1]([O:3][C@H:4]([CH3:41])[CH2:5][O:6][CH2:7][C:8]1[CH:13]=[CH:12][C:11]([C@@H:14]2[C@@H:19]([O:20][CH2:21][C:22]3[CH:23]=[CH:24][C:25]4[O:30][CH2:29][CH2:28][N:27]([CH2:31][CH2:32][CH2:33][O:34][CH3:35])[C:26]=4[CH:36]=3)[CH2:18][NH:17][CH2:16][C@H:15]2[CH2:37][NH:38][CH:39]=O)=[CH:10][CH:9]=1)[CH3:2].[H-].[H-].[H-].[H-].[Li+].[Al+3].C([O-])(O)=O.[Na+], predict the reaction product. The product is: [CH2:1]([O:3][C@H:4]([CH3:41])[CH2:5][O:6][CH2:7][C:8]1[CH:9]=[CH:10][C:11]([C@@H:14]2[C@@H:19]([O:20][CH2:21][C:22]3[CH:23]=[CH:24][C:25]4[O:30][CH2:29][CH2:28][N:27]([CH2:31][CH2:32][CH2:33][O:34][CH3:35])[C:26]=4[CH:36]=3)[CH2:18][NH:17][CH2:16][C@H:15]2[CH2:37][NH:38][CH3:39])=[CH:12][CH:13]=1)[CH3:2]. (3) The product is: [CH2:47]([NH:54][C:20]([C:18]1[N:17]=[N:16][N:15]([CH2:14][CH2:13][CH2:12][CH2:11][C:8]2[N:7]=[N:6][C:5]3[NH:4][CH:3]=[C:2]([I:1])[C:10]=3[CH:9]=2)[CH:19]=1)=[O:22])[C:48]1[CH:53]=[CH:52][CH:51]=[CH:50][CH:49]=1. Given the reactants [I:1][C:2]1[C:10]2[CH:9]=[C:8]([CH2:11][CH2:12][CH2:13][CH2:14][N:15]3[CH:19]=[C:18]([C:20]([OH:22])=O)[N:17]=[N:16]3)[N:7]=[N:6][C:5]=2[NH:4][CH:3]=1.CN(C(ON1N=NC2C=CC=NC1=2)=[N+](C)C)C.F[P-](F)(F)(F)(F)F.[CH2:47]([NH2:54])[C:48]1[CH:53]=[CH:52][CH:51]=[CH:50][CH:49]=1.CCN(C(C)C)C(C)C, predict the reaction product. (4) Given the reactants Cl[C:2]1[C:11]2[C:6](=[CH:7][CH:8]=[C:9]([C:12]#N)[CH:10]=2)[N:5]=[CH:4][CH:3]=1.S(=O)(=O)(O)[OH:15].[C:19](=O)([O-])[OH:20].[Na+].[CH3:24][OH:25], predict the reaction product. The product is: [CH3:24][O:25][C:2]1[C:11]2[C:6](=[CH:7][CH:8]=[C:9]([C:12]([O:20][CH3:19])=[O:15])[CH:10]=2)[N:5]=[CH:4][CH:3]=1. (5) The product is: [CH3:1][C:2]1[N:6]=[C:5]([CH2:7][C:8]2[CH:9]=[C:10]([CH2:14][C:15]([OH:17])=[O:16])[CH:11]=[CH:12][CH:13]=2)[O:4][N:3]=1. Given the reactants [CH3:1][C:2]1[N:6]=[C:5]([CH2:7][C:8]2[CH:9]=[C:10]([CH2:14][C:15]([O:17]C(C)(C)C)=[O:16])[CH:11]=[CH:12][CH:13]=2)[O:4][N:3]=1.Cl, predict the reaction product. (6) Given the reactants [O:1]1[C:5]2[CH:6]=[CH:7][C:8]([C:10]3[S:11][CH:12]=[C:13]([C:15]([OH:17])=O)[N:14]=3)=[CH:9][C:4]=2[CH2:3][CH2:2]1.[Br:18][C:19]1[S:23][C:22]([NH2:24])=[N:21][N:20]=1.CN(C(ON1N=NC2C=CC=CC1=2)=[N+](C)C)C.F[P-](F)(F)(F)(F)F.CCN(C(C)C)C(C)C, predict the reaction product. The product is: [Br:18][C:19]1[S:23][C:22]([NH:24][C:15]([C:13]2[N:14]=[C:10]([C:8]3[CH:7]=[CH:6][C:5]4[O:1][CH2:2][CH2:3][C:4]=4[CH:9]=3)[S:11][CH:12]=2)=[O:17])=[N:21][N:20]=1. (7) Given the reactants [CH:1]1([C@@H:4]([NH:8][C@@H:9]([C:11]2[CH:16]=[CH:15][CH:14]=[CH:13][CH:12]=2)[CH3:10])[C:5]([OH:7])=[O:6])[CH2:3][CH2:2]1.S(Cl)(Cl)=O.[CH3:21]O, predict the reaction product. The product is: [CH3:21][O:6][C:5](=[O:7])[C@@H:4]([CH:1]1[CH2:3][CH2:2]1)[NH:8][C@@H:9]([C:11]1[CH:16]=[CH:15][CH:14]=[CH:13][CH:12]=1)[CH3:10]. (8) Given the reactants [NH:1]1[CH2:5][CH2:4][C@@H:3]([NH:6][C:7]2[C:12]([C:13]3[N:14]=[C:15]4[CH:21]=[CH:20][N:19]([CH2:22][O:23][CH2:24][CH2:25][Si:26]([CH3:29])([CH3:28])[CH3:27])[C:16]4=[N:17][CH:18]=3)=[CH:11][CH:10]=[CH:9][N:8]=2)[CH2:2]1.[CH3:30][CH:31]([S:33](Cl)(=[O:35])=[O:34])[CH3:32], predict the reaction product. The product is: [CH3:30][CH:31]([S:33]([N:1]1[CH2:5][CH2:4][C@@H:3]([NH:6][C:7]2[C:12]([C:13]3[N:14]=[C:15]4[CH:21]=[CH:20][N:19]([CH2:22][O:23][CH2:24][CH2:25][Si:26]([CH3:29])([CH3:28])[CH3:27])[C:16]4=[N:17][CH:18]=3)=[CH:11][CH:10]=[CH:9][N:8]=2)[CH2:2]1)(=[O:35])=[O:34])[CH3:32]. (9) Given the reactants [C:1]([O:5][C:6](=[O:28])[NH:7][CH2:8][C:9]1[CH:14]=[CH:13][C:12]([CH2:15][NH:16][CH2:17][CH2:18][CH2:19][CH2:20][N:21]([CH2:25][CH2:26][CH3:27])[CH2:22][CH2:23][CH3:24])=[CH:11][CH:10]=1)([CH3:4])([CH3:3])[CH3:2].[CH2:29]([N:31](CC)CC)[CH3:30].BrCC#N, predict the reaction product. The product is: [C:1]([O:5][C:6](=[O:28])[NH:7][CH2:8][C:9]1[CH:10]=[CH:11][C:12]([CH2:15][N:16]([CH2:30][C:29]#[N:31])[CH2:17][CH2:18][CH2:19][CH2:20][N:21]([CH2:22][CH2:23][CH3:24])[CH2:25][CH2:26][CH3:27])=[CH:13][CH:14]=1)([CH3:3])([CH3:4])[CH3:2].